This data is from Reaction yield outcomes from USPTO patents with 853,638 reactions. The task is: Predict the reaction yield, written as a fraction of the theoretical maximum amount of product (1.0 means a 100% yield; for example, 0.34 means a 34% yield). The reactants are [NH2:1][C:2]1[CH:3]=[CH:4][C:5]([CH3:8])=[N:6][CH:7]=1.[CH3:9][C:10]([O:13][C:14](O[C:14]([O:13][C:10]([CH3:12])([CH3:11])[CH3:9])=[O:15])=[O:15])([CH3:12])[CH3:11]. The catalyst is CO. The product is [C:10]([O:13][C:14](=[O:15])[NH:1][C:2]1[CH:7]=[N:6][C:5]([CH3:8])=[CH:4][CH:3]=1)([CH3:12])([CH3:11])[CH3:9]. The yield is 0.320.